This data is from Reaction yield outcomes from USPTO patents with 853,638 reactions. The task is: Predict the reaction yield, written as a fraction of the theoretical maximum amount of product (1.0 means a 100% yield; for example, 0.34 means a 34% yield). (1) The reactants are [CH3:1][N:2]1[CH2:7][CH2:6][N:5]([CH2:8][CH2:9][CH2:10][OH:11])[CH2:4][CH2:3]1.[Cl:12][C:13]1[CH:14]=[C:15]([CH:28]=[CH:29][C:30]=1[O:31][CH2:32][C:33]1[CH:38]=[CH:37][CH:36]=[C:35]([F:39])[CH:34]=1)[NH:16][C:17]1[C:26]2[C:21](=[CH:22][CH:23]=[CH:24][C:25]=2F)[N:20]=[CH:19][N:18]=1. No catalyst specified. The product is [Cl:12][C:13]1[CH:14]=[C:15]([CH:28]=[CH:29][C:30]=1[O:31][CH2:32][C:33]1[CH:38]=[CH:37][CH:36]=[C:35]([F:39])[CH:34]=1)[NH:16][C:17]1[C:26]2[C:21](=[CH:22][CH:23]=[CH:24][C:25]=2[O:11][CH2:10][CH2:9][CH2:8][N:5]2[CH2:6][CH2:7][N:2]([CH3:1])[CH2:3][CH2:4]2)[N:20]=[CH:19][N:18]=1. The yield is 0.130. (2) The reactants are [H-].[Na+].[CH2:3]([SH:5])[CH3:4].[H][H].F[C:9]1[CH:16]=[C:15]([C:17]2[CH:22]=[CH:21][C:20]([Cl:23])=[CH:19][C:18]=2[Cl:24])[CH:14]=[CH:13][C:10]=1[C:11]#[N:12]. The catalyst is CN(C)C=O. The product is [Cl:24][C:18]1[CH:19]=[C:20]([Cl:23])[CH:21]=[CH:22][C:17]=1[C:15]1[CH:14]=[CH:13][C:10]([C:11]#[N:12])=[C:9]([S:5][CH2:3][CH3:4])[CH:16]=1. The yield is 0.880. (3) The reactants are [Br:1][C:2]1[CH:3]=[N:4][C:5]2[N:6]([N:8]=[C:9]([C:11]([OH:13])=O)[CH:10]=2)[CH:7]=1.[Cl:14][C:15]1[CH:24]=[C:23]2[C:18]([CH2:19][CH2:20][NH:21][CH:22]2[CH3:25])=[CH:17][CH:16]=1. No catalyst specified. The product is [Br:1][C:2]1[CH:3]=[N:4][C:5]2[N:6]([N:8]=[C:9]([C:11]([N:21]3[CH2:20][CH2:19][C:18]4[C:23](=[CH:24][C:15]([Cl:14])=[CH:16][CH:17]=4)[CH:22]3[CH3:25])=[O:13])[CH:10]=2)[CH:7]=1. The yield is 0.460. (4) The reactants are [OH-].[Li+].[C:3]([O:7][C:8]([NH:10][CH:11]([CH2:16][C:17]1[CH:18]=[N:19][C:20]([C:23]2[CH:28]=[CH:27][CH:26]=[C:25]([F:29])[C:24]=2[F:30])=[CH:21][CH:22]=1)[C:12]([O:14]C)=[O:13])=[O:9])([CH3:6])([CH3:5])[CH3:4]. The catalyst is O.CO. The product is [C:3]([O:7][C:8]([NH:10][CH:11]([CH2:16][C:17]1[CH:18]=[N:19][C:20]([C:23]2[CH:28]=[CH:27][CH:26]=[C:25]([F:29])[C:24]=2[F:30])=[CH:21][CH:22]=1)[C:12]([OH:14])=[O:13])=[O:9])([CH3:6])([CH3:4])[CH3:5]. The yield is 1.00. (5) The reactants are [CH3:1][O:2][C:3](=[O:11])[C:4]1[CH:9]=[CH:8][CH:7]=[N:6][C:5]=1[OH:10].[I:12]N1C(=O)CCC1=O. The catalyst is C(Cl)Cl. The product is [CH3:1][O:2][C:3](=[O:11])[C:4]1[CH:9]=[C:8]([I:12])[CH:7]=[N:6][C:5]=1[OH:10]. The yield is 0.810. (6) The reactants are [Cl:1][S:2]([OH:5])(=O)=[O:3].[Cl:6][C:7]1[CH:8]=[C:9]2[C:14](=[CH:15][CH:16]=1)[N:13]([C@H:17]([CH3:32])[C:18]([N:20]1[CH2:25][CH2:24][N:23]([C:26]3[CH:31]=[CH:30][CH:29]=[CH:28][CH:27]=3)[CH2:22][CH2:21]1)=[O:19])[CH2:12][CH2:11][CH2:10]2. No catalyst specified. The product is [Cl:6][C:7]1[CH:8]=[C:9]2[C:14](=[CH:15][CH:16]=1)[N:13]([C@H:17]([CH3:32])[C:18]([N:20]1[CH2:21][CH2:22][N:23]([C:26]3[CH:27]=[CH:28][C:29]([S:2]([Cl:1])(=[O:5])=[O:3])=[CH:30][CH:31]=3)[CH2:24][CH2:25]1)=[O:19])[CH2:12][CH2:11][CH2:10]2. The yield is 0.100.